From a dataset of Reaction yield outcomes from USPTO patents with 853,638 reactions. Predict the reaction yield, written as a fraction of the theoretical maximum amount of product (1.0 means a 100% yield; for example, 0.34 means a 34% yield). (1) The reactants are Br[C:2]1[CH:16]=[CH:15][C:5]2[N:6]=[C:7]([NH:9][C:10]([NH:12][CH2:13][CH3:14])=[O:11])[S:8][C:4]=2[C:3]=1[O:17][CH:18]([CH3:20])[CH3:19].[Li]CCCC.ClN1C(=O)CCC1=O. The catalyst is COCCOC.CO. The product is [CH:18]([O:17][C:3]1[C:4]2[S:8][C:7]([NH:9][C:10]([NH:12][CH2:13][CH3:14])=[O:11])=[N:6][C:5]=2[CH:15]=[CH:16][CH:2]=1)([CH3:20])[CH3:19]. The yield is 0.250. (2) The reactants are [Br:1][C:2]1[C:3]([OH:17])=[C:4]([C:9]([C:11]2[CH:16]=[CH:15][CH:14]=[CH:13][CH:12]=2)=O)[CH:5]=[C:6]([CH3:8])[CH:7]=1.[Si](OCC)(OCC)(OCC)OCC.[CH:31]([C:34]1[CH:40]=[CH:39][CH:38]=[C:37]([CH:41]([CH3:43])[CH3:42])[C:35]=1[NH2:36])([CH3:33])[CH3:32].OS(O)(=O)=O. No catalyst specified. The product is [Br:1][C:2]1[CH:7]=[C:6]([CH3:8])[CH:5]=[C:4](/[C:9](=[N:36]/[C:35]2[C:37]([CH:41]([CH3:42])[CH3:43])=[CH:38][CH:39]=[CH:40][C:34]=2[CH:31]([CH3:33])[CH3:32])/[C:11]2[CH:16]=[CH:15][CH:14]=[CH:13][CH:12]=2)[C:3]=1[OH:17]. The yield is 0.690. (3) The reactants are [NH:1]1[CH:5]=[C:4]([C:6]2[N:11]=[CH:10][C:9]3[CH:12]=[N:13][N:14]([C:15]4[N:20]=[C:19]([N:21]5[CH2:27][C:26]([O:29][CH3:30])([CH3:28])[CH2:25][N:24]([C:31]([O:33][C:34]([CH3:37])([CH3:36])[CH3:35])=[O:32])[CH2:23][CH2:22]5)[CH:18]=[CH:17][CH:16]=4)[C:8]=3[CH:7]=2)[CH:3]=[N:2]1.FC(F)(F)S(O[CH2:44][C:45]([F:48])([F:47])[F:46])(=O)=O. The catalyst is CN(C=O)C. The product is [CH3:30][O:29][C:26]1([CH3:28])[CH2:25][N:24]([C:31]([O:33][C:34]([CH3:37])([CH3:36])[CH3:35])=[O:32])[CH2:23][CH2:22][N:21]([C:19]2[CH:18]=[CH:17][CH:16]=[C:15]([N:14]3[C:8]4[CH:7]=[C:6]([C:4]5[CH:5]=[N:1][N:2]([CH2:44][C:45]([F:48])([F:47])[F:46])[CH:3]=5)[N:11]=[CH:10][C:9]=4[CH:12]=[N:13]3)[N:20]=2)[CH2:27]1. The yield is 0.850. (4) The reactants are [OH:1][C@@H:2]1[CH2:7][CH2:6][C:5](=[O:8])[N:4]([CH2:9][C:10]2[CH:15]=[CH:14][C:13]([O:16][CH3:17])=[CH:12][CH:11]=2)[C:3]1=[O:18].[C:19]([Si:23](Cl)([CH3:25])[CH3:24])([CH3:22])([CH3:21])[CH3:20].N1C=CN=C1. The catalyst is ClCCl. The product is [Si:23]([O:1][C@@H:2]1[CH2:7][CH2:6][C:5](=[O:8])[N:4]([CH2:9][C:10]2[CH:15]=[CH:14][C:13]([O:16][CH3:17])=[CH:12][CH:11]=2)[C:3]1=[O:18])([C:19]([CH3:22])([CH3:21])[CH3:20])([CH3:25])[CH3:24]. The yield is 0.550. (5) The reactants are [NH2:1][C:2]1[CH:3]=[C:4]([CH:8]=[CH:9][C:10]=1[O:11][CH3:12])[C:5]([OH:7])=[O:6].C(N(CC)CC)C.[C:20](Cl)(=[O:23])[CH2:21][CH3:22]. The catalyst is O1CCCC1. The product is [C:20]([NH:1][C:2]1[CH:3]=[C:4]([CH:8]=[CH:9][C:10]=1[O:11][CH3:12])[C:5]([OH:7])=[O:6])(=[O:23])[CH2:21][CH3:22]. The yield is 0.670. (6) The reactants are Cl[C:2]1[C:7]([C:8]2[N:13]=[CH:12][N:11]3[N:14]=[CH:15][C:16]([C:17]([O:19][CH2:20][CH3:21])=[O:18])=[C:10]3[CH:9]=2)=[CH:6][CH:5]=[CH:4][N:3]=1.[CH3:22][C:23]1[CH:28]=[CH:27][CH:26]=[C:25]([Sn](CCCC)(CCCC)CCCC)[N:24]=1.FC1C=C(C2C=CC3N(C(C#N)=CN=3)C=2)C(C2C=CC=C(C)N=2)=NC=1. No catalyst specified. The product is [CH3:22][C:23]1[N:24]=[C:25]([C:2]2[C:7]([C:8]3[CH:9]=[CH:10][N:11]4[N:14]=[CH:15][C:16]([C:17]([O:19][CH2:20][CH3:21])=[O:18])=[C:12]4[N:13]=3)=[CH:6][CH:5]=[CH:4][N:3]=2)[CH:26]=[CH:27][CH:28]=1. The yield is 0.674. (7) The reactants are Br.C1(C)C=C(C)C=C(C)C=1S([N:13]([CH2:19][CH2:20][CH2:21][CH2:22][CH2:23][NH2:24])[CH2:14][CH2:15][CH2:16][CH2:17][NH2:18])(=O)=O.C1(O)C=CC=CC=1.C(Cl)[Cl:34]. No catalyst specified. The product is [ClH:34].[ClH:34].[ClH:34].[NH2:18][CH2:17][CH2:16][CH2:15][CH2:14][NH:13][CH2:19][CH2:20][CH2:21][CH2:22][CH2:23][NH2:24]. The yield is 0.500.